This data is from Catalyst prediction with 721,799 reactions and 888 catalyst types from USPTO. The task is: Predict which catalyst facilitates the given reaction. (1) Reactant: C[Al](C)C.[CH3:5][N:6]([CH3:23])[CH:7]1[CH2:11][CH2:10][N:9]([C:12]2[N:17]=[C:16]([O:18][CH3:19])[C:15]([NH2:20])=[C:14]([O:21][CH3:22])[N:13]=2)[CH2:8]1.[CH3:24][C:25]1[CH:40]=[CH:39][C:38]([Si:41]([CH3:44])([CH3:43])[CH3:42])=[CH:37][C:26]=1[O:27][C:28]1[O:32][C:31]([C:33](OC)=[O:34])=[CH:30][CH:29]=1. Product: [CH3:23][N:6]([CH3:5])[CH:7]1[CH2:11][CH2:10][N:9]([C:12]2[N:13]=[C:14]([O:21][CH3:22])[C:15]([NH:20][C:33]([C:31]3[O:32][C:28]([O:27][C:26]4[CH:37]=[C:38]([Si:41]([CH3:44])([CH3:43])[CH3:42])[CH:39]=[CH:40][C:25]=4[CH3:24])=[CH:29][CH:30]=3)=[O:34])=[C:16]([O:18][CH3:19])[N:17]=2)[CH2:8]1. The catalyst class is: 451. (2) Reactant: C(O)(C(F)(F)F)=O.[CH3:8][C@@H:9]1[CH2:13][CH2:12][CH2:11][N:10]1[CH2:14][CH2:15][CH2:16][O:17][C:18]1[CH:23]=[CH:22][C:21]([N:24]2[CH2:29][CH2:28][N:27](C(OC(C)(C)C)=O)[CH2:26][C:25]2=[O:37])=[CH:20][CH:19]=1. Product: [CH3:8][C@@H:9]1[CH2:13][CH2:12][CH2:11][N:10]1[CH2:14][CH2:15][CH2:16][O:17][C:18]1[CH:23]=[CH:22][C:21]([N:24]2[CH2:29][CH2:28][NH:27][CH2:26][C:25]2=[O:37])=[CH:20][CH:19]=1. The catalyst class is: 2. (3) Reactant: [Cl:1][C:2]1[CH:9]=[CH:8][CH:7]=[CH:6][C:3]=1[CH:4]=O.[N+:10]([CH3:13])([O-:12])=[O:11].[OH-].[Na+]. Product: [Cl:1][C:2]1[CH:9]=[CH:8][CH:7]=[CH:6][C:3]=1[CH:4]=[CH:13][N+:10]([O-:12])=[O:11]. The catalyst class is: 8.